Task: Regression. Given two drug SMILES strings and cell line genomic features, predict the synergy score measuring deviation from expected non-interaction effect.. Dataset: NCI-60 drug combinations with 297,098 pairs across 59 cell lines (1) Drug 1: C1=NC(=NC(=O)N1C2C(C(C(O2)CO)O)O)N. Drug 2: CN(CCCl)CCCl.Cl. Cell line: OVCAR-5. Synergy scores: CSS=24.9, Synergy_ZIP=-4.73, Synergy_Bliss=3.48, Synergy_Loewe=0.900, Synergy_HSA=1.08. (2) Drug 1: CC1CCC2CC(C(=CC=CC=CC(CC(C(=O)C(C(C(=CC(C(=O)CC(OC(=O)C3CCCCN3C(=O)C(=O)C1(O2)O)C(C)CC4CCC(C(C4)OC)OCCO)C)C)O)OC)C)C)C)OC. Drug 2: C1CN(CCN1C(=O)CCBr)C(=O)CCBr. Cell line: 786-0. Synergy scores: CSS=17.3, Synergy_ZIP=-8.34, Synergy_Bliss=0.243, Synergy_Loewe=-7.43, Synergy_HSA=-1.13. (3) Drug 1: CC(C)CN1C=NC2=C1C3=CC=CC=C3N=C2N. Drug 2: C1C(C(OC1N2C=NC3=C2NC=NCC3O)CO)O. Cell line: EKVX. Synergy scores: CSS=5.25, Synergy_ZIP=-0.750, Synergy_Bliss=3.20, Synergy_Loewe=1.79, Synergy_HSA=1.97. (4) Drug 1: C1=CC(=CC=C1CCCC(=O)O)N(CCCl)CCCl. Drug 2: CC1=C2C(C(=O)C3(C(CC4C(C3C(C(C2(C)C)(CC1OC(=O)C(C(C5=CC=CC=C5)NC(=O)OC(C)(C)C)O)O)OC(=O)C6=CC=CC=C6)(CO4)OC(=O)C)O)C)O. Cell line: KM12. Synergy scores: CSS=15.6, Synergy_ZIP=-8.67, Synergy_Bliss=-7.47, Synergy_Loewe=-6.15, Synergy_HSA=-5.30. (5) Synergy scores: CSS=35.7, Synergy_ZIP=5.59, Synergy_Bliss=7.23, Synergy_Loewe=-23.7, Synergy_HSA=4.58. Cell line: HCC-2998. Drug 2: CC1=C(C=C(C=C1)NC(=O)C2=CC=C(C=C2)CN3CCN(CC3)C)NC4=NC=CC(=N4)C5=CN=CC=C5. Drug 1: COC1=CC(=CC(=C1O)OC)C2C3C(COC3=O)C(C4=CC5=C(C=C24)OCO5)OC6C(C(C7C(O6)COC(O7)C8=CC=CS8)O)O.